Dataset: NCI-60 drug combinations with 297,098 pairs across 59 cell lines. Task: Regression. Given two drug SMILES strings and cell line genomic features, predict the synergy score measuring deviation from expected non-interaction effect. (1) Drug 1: CC1=C(N=C(N=C1N)C(CC(=O)N)NCC(C(=O)N)N)C(=O)NC(C(C2=CN=CN2)OC3C(C(C(C(O3)CO)O)O)OC4C(C(C(C(O4)CO)O)OC(=O)N)O)C(=O)NC(C)C(C(C)C(=O)NC(C(C)O)C(=O)NCCC5=NC(=CS5)C6=NC(=CS6)C(=O)NCCC[S+](C)C)O. Drug 2: CN(C(=O)NC(C=O)C(C(C(CO)O)O)O)N=O. Cell line: NCI/ADR-RES. Synergy scores: CSS=36.1, Synergy_ZIP=-0.893, Synergy_Bliss=-1.99, Synergy_Loewe=-22.5, Synergy_HSA=-2.91. (2) Synergy scores: CSS=52.2, Synergy_ZIP=1.03, Synergy_Bliss=1.28, Synergy_Loewe=5.02, Synergy_HSA=4.77. Drug 2: B(C(CC(C)C)NC(=O)C(CC1=CC=CC=C1)NC(=O)C2=NC=CN=C2)(O)O. Cell line: SF-295. Drug 1: COC1=CC(=CC(=C1O)OC)C2C3C(COC3=O)C(C4=CC5=C(C=C24)OCO5)OC6C(C(C7C(O6)COC(O7)C8=CC=CS8)O)O. (3) Drug 1: CC1CCC2CC(C(=CC=CC=CC(CC(C(=O)C(C(C(=CC(C(=O)CC(OC(=O)C3CCCCN3C(=O)C(=O)C1(O2)O)C(C)CC4CCC(C(C4)OC)O)C)C)O)OC)C)C)C)OC. Drug 2: C1CNP(=O)(OC1)N(CCCl)CCCl. Cell line: MALME-3M. Synergy scores: CSS=14.2, Synergy_ZIP=-4.45, Synergy_Bliss=-1.09, Synergy_Loewe=-20.0, Synergy_HSA=-1.92. (4) Drug 1: CC1=C(C=C(C=C1)NC(=O)C2=CC=C(C=C2)CN3CCN(CC3)C)NC4=NC=CC(=N4)C5=CN=CC=C5. Drug 2: C1=NNC2=C1C(=O)NC=N2. Cell line: OVCAR-8. Synergy scores: CSS=1.58, Synergy_ZIP=0.0908, Synergy_Bliss=1.27, Synergy_Loewe=-1.08, Synergy_HSA=-1.08. (5) Drug 1: C1=C(C(=O)NC(=O)N1)N(CCCl)CCCl. Drug 2: C1CC(=O)NC(=O)C1N2C(=O)C3=CC=CC=C3C2=O. Cell line: SNB-75. Synergy scores: CSS=13.1, Synergy_ZIP=-5.84, Synergy_Bliss=-5.38, Synergy_Loewe=-14.1, Synergy_HSA=-5.93. (6) Drug 1: CC1C(C(CC(O1)OC2CC(OC(C2O)C)OC3=CC4=CC5=C(C(=O)C(C(C5)C(C(=O)C(C(C)O)O)OC)OC6CC(C(C(O6)C)O)OC7CC(C(C(O7)C)O)OC8CC(C(C(O8)C)O)(C)O)C(=C4C(=C3C)O)O)O)O. Drug 2: CC1=C(N=C(N=C1N)C(CC(=O)N)NCC(C(=O)N)N)C(=O)NC(C(C2=CN=CN2)OC3C(C(C(C(O3)CO)O)O)OC4C(C(C(C(O4)CO)O)OC(=O)N)O)C(=O)NC(C)C(C(C)C(=O)NC(C(C)O)C(=O)NCCC5=NC(=CS5)C6=NC(=CS6)C(=O)NCCC[S+](C)C)O. Cell line: SK-MEL-28. Synergy scores: CSS=19.1, Synergy_ZIP=0.429, Synergy_Bliss=1.35, Synergy_Loewe=-11.6, Synergy_HSA=-0.984. (7) Drug 1: CC1C(C(CC(O1)OC2CC(CC3=C2C(=C4C(=C3O)C(=O)C5=C(C4=O)C(=CC=C5)OC)O)(C(=O)CO)O)N)O.Cl. Drug 2: CC1CCCC2(C(O2)CC(NC(=O)CC(C(C(=O)C(C1O)C)(C)C)O)C(=CC3=CSC(=N3)C)C)C. Cell line: T-47D. Synergy scores: CSS=29.5, Synergy_ZIP=-6.72, Synergy_Bliss=-4.93, Synergy_Loewe=-12.5, Synergy_HSA=-3.70. (8) Drug 1: CC1=CC2C(CCC3(C2CCC3(C(=O)C)OC(=O)C)C)C4(C1=CC(=O)CC4)C. Drug 2: CN1C(=O)N2C=NC(=C2N=N1)C(=O)N. Cell line: ACHN. Synergy scores: CSS=1.02, Synergy_ZIP=0.660, Synergy_Bliss=2.68, Synergy_Loewe=0.926, Synergy_HSA=0.675.